This data is from Forward reaction prediction with 1.9M reactions from USPTO patents (1976-2016). The task is: Predict the product of the given reaction. (1) Given the reactants [C:1]1(B(O)O)[CH:6]=[CH:5][CH:4]=[CH:3][CH:2]=1.Br[C:11]1[C:12]2[CH:22]=[CH:21][CH:20]=[CH:19][C:13]=2[S:14][C:15]=1[C:16](=[O:18])[CH3:17].C(=O)([O-])[O-].[Na+].[Na+], predict the reaction product. The product is: [C:1]1([C:11]2[C:12]3[CH:22]=[CH:21][CH:20]=[CH:19][C:13]=3[S:14][C:15]=2[C:16](=[O:18])[CH3:17])[CH:6]=[CH:5][CH:4]=[CH:3][CH:2]=1. (2) Given the reactants [Cl:1][C:2]1[CH:7]=[C:6]([Cl:8])[CH:5]=[CH:4][C:3]=1[CH:9]([OH:30])[C:10]1[N:14]([CH2:15][CH2:16][C:17]([O:19]C)=O)[C:13]2[C:21]([N:25]([CH2:28][CH3:29])[CH2:26][CH3:27])=[CH:22][CH:23]=[CH:24][C:12]=2[N:11]=1.[OH-].[Na+].Cl.C(N=C=NCCCN(C)C)C, predict the reaction product. The product is: [Cl:1][C:2]1[CH:7]=[C:6]([Cl:8])[CH:5]=[CH:4][C:3]=1[CH:9]1[C:10]2=[N:11][C:12]3[CH:24]=[CH:23][CH:22]=[C:21]([N:25]([CH2:28][CH3:29])[CH2:26][CH3:27])[C:13]=3[N:14]2[CH2:15][CH2:16][C:17](=[O:19])[O:30]1. (3) Given the reactants [CH3:1][C:2]1[CH:9]=[CH:8][C:5]([CH2:6][OH:7])=[CH:4][CH:3]=1.[C:10](O)(=[O:17])[C:11]1[CH:16]=[CH:15][CH:14]=[CH:13][CH:12]=1.[OH-].[K+], predict the reaction product. The product is: [C:10]([O:7][CH2:6][C:5]1[CH:8]=[CH:9][C:2]([CH3:1])=[CH:3][CH:4]=1)(=[O:17])[C:11]1[CH:16]=[CH:15][CH:14]=[CH:13][CH:12]=1. (4) Given the reactants [NH2:1][C:2]1[NH:6][N:5]=[C:4]([O:7][CH3:8])[C:3]=1[C:9]#[N:10].[Cl:11][C:12]1[CH:17]=[CH:16][C:15]([C:18](=O)[CH2:19][C:20](OC)=[O:21])=[CH:14][CH:13]=1, predict the reaction product. The product is: [Cl:11][C:12]1[CH:13]=[CH:14][C:15]([C:18]2[NH:1][C:2]3[N:6]([N:5]=[C:4]([O:7][CH3:8])[C:3]=3[C:9]#[N:10])[C:20](=[O:21])[CH:19]=2)=[CH:16][CH:17]=1. (5) Given the reactants F[C:2]1[C:7]([C:8]2[N:16]=[C:15]([CH3:17])[N:14]=[C:13]3[C:9]=2[N:10]=[CH:11][N:12]3C2CCCCO2)=[CH:6][CH:5]=[CH:4][N:3]=1.[NH2:24][C:25]1[CH:26]=[C:27]([NH:32][S:33]([CH3:36])(=[O:35])=[O:34])[C:28]([Cl:31])=[N:29][CH:30]=1.[Li+].C[Si]([N-][Si](C)(C)C)(C)C, predict the reaction product. The product is: [Cl:31][C:28]1[C:27]([NH:32][S:33]([CH3:36])(=[O:35])=[O:34])=[CH:26][C:25]([NH:24][C:2]2[C:7]([C:8]3[N:16]=[C:15]([CH3:17])[N:14]=[C:13]4[C:9]=3[N:10]=[CH:11][NH:12]4)=[CH:6][CH:5]=[CH:4][N:3]=2)=[CH:30][N:29]=1. (6) Given the reactants [CH3:1][C:2]1[C:10]2[C:5](=[N:6][CH:7]=[CH:8][CH:9]=2)[N:4](C(OC(C)(C)C)=O)[N:3]=1.C1C(=O)N([Br:25])C(=O)C1.CC(N=NC(C#N)(C)C)(C#N)C, predict the reaction product. The product is: [Br:25][CH2:1][C:2]1[C:10]2[C:5](=[N:6][CH:7]=[CH:8][CH:9]=2)[NH:4][N:3]=1. (7) Given the reactants [F:1][C:2]1[CH:10]=[C:9]([C:11]#[C:12][Si](C)(C)C)[C:8]2[N:7]3[CH2:17][CH2:18][NH:19][C:20](=[O:21])[C:6]3=[C:5]([CH3:22])[C:4]=2[CH:3]=1.C(=O)([O-])[O-].[K+].[K+], predict the reaction product. The product is: [C:11]([C:9]1[C:8]2[N:7]3[CH2:17][CH2:18][NH:19][C:20](=[O:21])[C:6]3=[C:5]([CH3:22])[C:4]=2[CH:3]=[C:2]([F:1])[CH:10]=1)#[CH:12]. (8) Given the reactants [Cl:1][C:2]1[CH:7]=[CH:6][CH:5]=[C:4]([F:8])[C:3]=1[NH:9][C:10]1[CH:15]=[CH:14][C:13]([CH3:16])=[CH:12][CH:11]=1.Cl[CH2:18][C:19](Cl)=[O:20].CCCCCCCCCC.[Cl-].[Al+3].[Cl-].[Cl-], predict the reaction product. The product is: [Cl:1][C:2]1[CH:7]=[CH:6][CH:5]=[C:4]([F:8])[C:3]=1[N:9]1[C:10]2[C:11](=[CH:12][C:13]([CH3:16])=[CH:14][CH:15]=2)[CH2:18][C:19]1=[O:20]. (9) Given the reactants CCCC[N+](CCCC)(CCCC)CCCC.[F-].[CH3:19][O:20][C:21]1[CH:22]=[C:23]([C:33]([N:35]2[CH2:40][CH2:39][N:38]([CH3:41])[CH2:37][CH2:36]2)=[O:34])[CH:24]=[CH:25][C:26]=1[C:27]#[C:28][Si](C)(C)C, predict the reaction product. The product is: [C:27]([C:26]1[CH:25]=[CH:24][C:23]([C:33]([N:35]2[CH2:36][CH2:37][N:38]([CH3:41])[CH2:39][CH2:40]2)=[O:34])=[CH:22][C:21]=1[O:20][CH3:19])#[CH:28].